This data is from Reaction yield outcomes from USPTO patents with 853,638 reactions. The task is: Predict the reaction yield, written as a fraction of the theoretical maximum amount of product (1.0 means a 100% yield; for example, 0.34 means a 34% yield). (1) The reactants are [OH:1][C:2]1[CH:3]=[C:4]([CH:7]=[CH:8][CH:9]=1)[CH2:5][OH:6].Br[CH2:11][CH2:12][O:13][CH3:14].C(=O)([O-])[O-].[Cs+].[Cs+]. The catalyst is O. The product is [CH3:14][O:13][CH2:12][CH2:11][O:1][C:2]1[CH:3]=[C:4]([CH2:5][OH:6])[CH:7]=[CH:8][CH:9]=1. The yield is 0.720. (2) The reactants are Br[C:2]1[CH:23]=[CH:22][C:5]2[C:6]3[N:7]([CH:11]=[C:12]([C:14]4[N:18]([CH:19]([CH3:21])[CH3:20])[N:17]=[CH:16][N:15]=4)[N:13]=3)[CH2:8][CH2:9][O:10][C:4]=2[CH:3]=1.CC1(C)C(C)(C)OB([C:32]2[CH:33]=[N:34][C:35]([NH2:38])=[N:36][CH:37]=2)O1. No catalyst specified. The product is [CH:19]([N:18]1[C:14]([C:12]2[N:13]=[C:6]3[C:5]4[CH:22]=[CH:23][C:2]([C:32]5[CH:33]=[N:34][C:35]([NH2:38])=[N:36][CH:37]=5)=[CH:3][C:4]=4[O:10][CH2:9][CH2:8][N:7]3[CH:11]=2)=[N:15][CH:16]=[N:17]1)([CH3:21])[CH3:20]. The yield is 0.730. (3) The reactants are [CH:1]1([C@H:4]2[C@H:13]([CH3:14])[C@@H:12]([NH:15][C:16](=[O:25])[O:17][CH2:18][C:19]3[CH:24]=[CH:23][CH:22]=[CH:21][CH:20]=3)[C:11]3[C:6](=[CH:7][CH:8]=[C:9]([F:26])[CH:10]=3)[NH:5]2)[CH2:3][CH2:2]1.CCN(C(C)C)C(C)C.[C:36](Cl)(=[O:38])[CH3:37]. The catalyst is C(Cl)Cl.CCOCC. The product is [C:36]([N:5]1[C:6]2[C:11](=[CH:10][C:9]([F:26])=[CH:8][CH:7]=2)[C@H:12]([NH:15][C:16](=[O:25])[O:17][CH2:18][C:19]2[CH:24]=[CH:23][CH:22]=[CH:21][CH:20]=2)[C@@H:13]([CH3:14])[C@@H:4]1[CH:1]1[CH2:3][CH2:2]1)(=[O:38])[CH3:37]. The yield is 0.860. (4) The reactants are [NH2:1][C@@H:2]1[C:11]2[C:6](=[CH:7][CH:8]=[CH:9][CH:10]=2)[C@H:5]([O:12][C:13]2[CH:14]=[CH:15][C:16]3[N:17]([C:19]([N:22]([CH3:24])[CH3:23])=[N:20][N:21]=3)[CH:18]=2)[CH2:4][CH2:3]1.ClC(Cl)(Cl)C[O:28][C:29](=O)[NH:30][C:31]1[N:32]([C:40]2[CH:45]=[CH:44][C:43]([CH3:46])=[CH:42][CH:41]=2)[N:33]=[C:34]([C:36]([CH3:39])([CH3:38])[CH3:37])[CH:35]=1.CCN(C(C)C)C(C)C.N. The catalyst is CN(C=O)C.CO.C(Cl)Cl. The product is [C:36]([C:34]1[CH:35]=[C:31]([NH:30][C:29]([NH:1][C@@H:2]2[C:11]3[C:6](=[CH:7][CH:8]=[CH:9][CH:10]=3)[C@H:5]([O:12][C:13]3[CH:14]=[CH:15][C:16]4[N:17]([C:19]([N:22]([CH3:24])[CH3:23])=[N:20][N:21]=4)[CH:18]=3)[CH2:4][CH2:3]2)=[O:28])[N:32]([C:40]2[CH:45]=[CH:44][C:43]([CH3:46])=[CH:42][CH:41]=2)[N:33]=1)([CH3:39])([CH3:37])[CH3:38]. The yield is 0.520.